This data is from Full USPTO retrosynthesis dataset with 1.9M reactions from patents (1976-2016). The task is: Predict the reactants needed to synthesize the given product. (1) Given the product [Br:19][C:20]1[CH:25]=[C:24]([CH:23]=[CH:22][C:21]=1[CH:7]=[CH2:8])[C:26]([O:28][CH3:29])=[O:27], predict the reactants needed to synthesize it. The reactants are: O1CCOCC1.[CH:7]([B-](F)(F)F)=[CH2:8].[K+].F[B-](F)(F)F.[Br:19][C:20]1[CH:25]=[C:24]([C:26]([O:28][CH3:29])=[O:27])[CH:23]=[CH:22][C:21]=1[N+]#N.C([O-])(O)=O.[Na+]. (2) Given the product [N:39]1[CH:40]=[CH:41][CH:42]=[CH:43][C:38]=1[CH2:37][NH:36][C:7](=[O:9])[C:6]1[CH:10]=[C:11]([O:14][CH2:15][C:16]([F:19])([F:18])[F:17])[CH:12]=[CH:13][C:5]=1[O:4][CH2:3][C:2]([F:1])([F:21])[F:20], predict the reactants needed to synthesize it. The reactants are: [F:1][C:2]([F:21])([F:20])[CH2:3][O:4][C:5]1[CH:13]=[CH:12][C:11]([O:14][CH2:15][C:16]([F:19])([F:18])[F:17])=[CH:10][C:6]=1[C:7]([OH:9])=O.C(N(CC)CC)C.C(Cl)(=O)C(C)(C)C.[NH2:36][CH2:37][C:38]1[CH:43]=[CH:42][CH:41]=[CH:40][N:39]=1. (3) Given the product [I:1][C:2]1[CH:3]=[CH:4][C:5]2[N:6]([CH:8]=[C:9]([C:11]([NH:22][C:17]3[CH:18]=[CH:19][CH:20]=[CH:21][N:16]=3)=[O:13])[N:10]=2)[CH:7]=1, predict the reactants needed to synthesize it. The reactants are: [I:1][C:2]1[CH:3]=[CH:4][C:5]2[N:6]([CH:8]=[C:9]([C:11]([O:13]CC)=O)[N:10]=2)[CH:7]=1.[N:16]1[CH:21]=[CH:20][CH:19]=[CH:18][C:17]=1[NH2:22].ON1C2N=CC=CC=2N=N1. (4) Given the product [CH3:14][O:13][C:11](=[O:12])[CH2:10][C:3]1[C:2]([F:1])=[CH:7][C:6]([O:8][CH2:34][CH2:33][C@@H:31]2[CH2:32][C@@H:30]2[CH:27]2[CH2:28][CH2:29][N:24]([C:21]3[N:20]=[CH:19][C:18]([CH2:17][O:16][CH3:15])=[CH:23][N:22]=3)[CH2:25][CH2:26]2)=[CH:5][C:4]=1[F:9], predict the reactants needed to synthesize it. The reactants are: [F:1][C:2]1[CH:7]=[C:6]([OH:8])[CH:5]=[C:4]([F:9])[C:3]=1[CH2:10][C:11]([O:13][CH3:14])=[O:12].[CH3:15][O:16][CH2:17][C:18]1[CH:19]=[N:20][C:21]([N:24]2[CH2:29][CH2:28][CH:27]([C@H:30]3[CH2:32][C@H:31]3[CH2:33][CH2:34]O)[CH2:26][CH2:25]2)=[N:22][CH:23]=1.C1(P(C2C=CC=CC=2)C2C=CC=CC=2)C=CC=CC=1.N(C(OC(C)(C)C)=O)=NC(OC(C)(C)C)=O. (5) Given the product [CH3:23][C:15]1([CH3:14])[CH2:16][CH2:17][CH2:18][C@@H:19]([CH3:26])[C@@H:20]1/[CH:21]=[CH:5]/[C:3]([O:2][CH3:1])=[O:4], predict the reactants needed to synthesize it. The reactants are: [CH3:1][O:2][C:3]([CH2:5]P(OC)(OC)=O)=[O:4].[H-].[Na+].[CH3:14][C:15]1([CH:23]=O)[C@@H:20]([CH3:21])[CH2:19][CH2:18][C@H:17](C)[CH2:16]1.O(C(C)C)[CH:26](C)C. (6) Given the product [Cl:18][C:19]1[CH:20]=[C:21]([C:3]#[C:4][C:5]2[CH2:42][C:43]3([CH2:48][CH2:47][N:46]([C:49]([O:51][C:52]([CH3:55])([CH3:54])[CH3:53])=[O:50])[CH2:45][CH2:44]3)[O:16][N:15]=2)[CH:22]=[CH:23][CH:24]=1, predict the reactants needed to synthesize it. The reactants are: CC1N=C(N2CCC(=C)CC2)[C:5]([N+:15]([O-])=[O:16])=[CH:4][CH:3]=1.[Cl:18][C:19]1[CH:24]=[CH:23][CH:22]=[C:21](I)[CH:20]=1.C=C1CCN(C2C([N+]([O-])=O)=CC=CN=2)CC1.[CH2:42]=[C:43]1[CH2:48][CH2:47][N:46]([C:49]([O:51][C:52]([CH3:55])([CH3:54])[CH3:53])=[O:50])[CH2:45][CH2:44]1. (7) Given the product [CH2:1]([C:13]1[CH:18]=[CH:17][C:16]([C:19]2[O:23][N:22]=[C:21]([C:24]3([C:27]#[N:29])[CH2:26][CH2:25]3)[N:20]=2)=[CH:15][CH:14]=1)[CH2:2][CH2:3][CH2:4][CH2:5][CH2:6][CH2:7][CH2:8][CH2:9][CH2:10][CH2:11][CH3:12], predict the reactants needed to synthesize it. The reactants are: [CH2:1]([C:13]1[CH:18]=[CH:17][C:16]([C:19]2[O:23][N:22]=[C:21]([C:24]3([C:27]([NH2:29])=O)[CH2:26][CH2:25]3)[N:20]=2)=[CH:15][CH:14]=1)[CH2:2][CH2:3][CH2:4][CH2:5][CH2:6][CH2:7][CH2:8][CH2:9][CH2:10][CH2:11][CH3:12].N1C(C)=CC(C)=CC=1C.N1C(Cl)=NC(Cl)=NC=1Cl.